Dataset: Peptide-MHC class I binding affinity with 185,985 pairs from IEDB/IMGT. Task: Regression. Given a peptide amino acid sequence and an MHC pseudo amino acid sequence, predict their binding affinity value. This is MHC class I binding data. (1) The peptide sequence is FHRKKTDAL. The MHC is HLA-B15:17 with pseudo-sequence HLA-B15:17. The binding affinity (normalized) is 0.0847. (2) The peptide sequence is AHSKEIPSF. The MHC is Mamu-B17 with pseudo-sequence Mamu-B17. The binding affinity (normalized) is 0.0817. (3) The peptide sequence is FTERSDKSY. The MHC is HLA-B27:05 with pseudo-sequence HLA-B27:05. The binding affinity (normalized) is 0.0847. (4) The MHC is HLA-A02:06 with pseudo-sequence HLA-A02:06. The peptide sequence is VLLDSITRL. The binding affinity (normalized) is 1.00.